Dataset: Forward reaction prediction with 1.9M reactions from USPTO patents (1976-2016). Task: Predict the product of the given reaction. Given the reactants C(OC(=O)[NH:7][C@H:8]([C:24]([C:26]1[S:27][CH:28]=[CH:29][N:30]=1)=[O:25])[CH2:9][CH2:10][CH2:11][CH2:12][NH:13][C:14]([O:16][CH2:17][C:18]1[CH:23]=[CH:22][CH:21]=[CH:20][CH:19]=1)=[O:15])(C)(C)C.Cl.CC(=O)OCC, predict the reaction product. The product is: [CH2:17]([O:16][C:14](=[O:15])[NH:13][CH2:12][CH2:11][CH2:10][CH2:9][C@H:8]([NH2:7])[C:24](=[O:25])[C:26]1[S:27][CH:28]=[CH:29][N:30]=1)[C:18]1[CH:19]=[CH:20][CH:21]=[CH:22][CH:23]=1.